This data is from Forward reaction prediction with 1.9M reactions from USPTO patents (1976-2016). The task is: Predict the product of the given reaction. (1) Given the reactants CC1(C)C(C)(C)OB([C:9]2[CH:14]=[CH:13][C:12]([C:15]3[N:16]=[C:17]([C@@H:20]4[CH2:24][CH2:23][CH2:22][N:21]4[C:25]([O:27][C:28]([CH3:31])([CH3:30])[CH3:29])=[O:26])[S:18][CH:19]=3)=[CH:11][CH:10]=2)O1.Br[C:34]1[CH:39]=[CH:38][C:37]([C:40]2[S:44][C:43]([C@@H:45]3[CH2:49][CH2:48][CH2:47][N:46]3[C:50]([O:52][C:53]([CH3:56])([CH3:55])[CH3:54])=[O:51])=[N:42][CH:41]=2)=[CH:36][CH:35]=1.CC1(C)C(C)(C)OB(C2C=CC(C3SC([C@@H]4CCCN4C(OC(C)(C)C)=O)=NC=3)=CC=2)O1, predict the reaction product. The product is: [C:28]([O:27][C:25]([N:21]1[CH2:22][CH2:23][CH2:24][C@H:20]1[C:17]1[S:18][CH:19]=[C:15]([C:12]2[CH:13]=[CH:14][C:9]([C:34]3[CH:39]=[CH:38][C:37]([C:40]4[S:44][C:43]([C@@H:45]5[CH2:49][CH2:48][CH2:47][N:46]5[C:50]([O:52][C:53]([CH3:55])([CH3:54])[CH3:56])=[O:51])=[N:42][CH:41]=4)=[CH:36][CH:35]=3)=[CH:10][CH:11]=2)[N:16]=1)=[O:26])([CH3:31])([CH3:29])[CH3:30]. (2) Given the reactants C1(C(C2C=CC=CC=2)[N:8]2[C:16]3[C:11](=[CH:12][CH:13]=[CH:14][CH:15]=3)[C:10]3([C:20]4[CH:21]=[CH:22][C:23]5[O:24][CH2:25][CH2:26][O:27][C:28]=5[C:19]=4[O:18][CH2:17]3)[C:9]2=[O:29])C=CC=CC=1.C1(C(C2C=CC=CC=2)N2C3C(=CC=CC=3)C3(C4C=C(C)C(OC)=CC=4OC3)C2=O)C=CC=CC=1, predict the reaction product. The product is: [NH:8]1[C:16]2[C:11](=[CH:12][CH:13]=[CH:14][CH:15]=2)[C:10]2([C:20]3[CH:21]=[CH:22][C:23]4[O:24][CH2:25][CH2:26][O:27][C:28]=4[C:19]=3[O:18][CH2:17]2)[C:9]1=[O:29]. (3) Given the reactants Cl[C:2]1[C:11]([N+:12]([O-:14])=[O:13])=[CH:10][CH:9]=[CH:8][C:3]=1[C:4]([O:6][CH3:7])=[O:5].C(N(CC)CC)C.[CH3:22][O:23][CH:24]([O:27][CH3:28])[CH2:25][NH2:26], predict the reaction product. The product is: [CH3:22][O:23][CH:24]([O:27][CH3:28])[CH2:25][NH:26][C:2]1[C:11]([N+:12]([O-:14])=[O:13])=[CH:10][CH:9]=[CH:8][C:3]=1[C:4]([O:6][CH3:7])=[O:5]. (4) Given the reactants [C:1]([C:5]1[CH:27]=[CH:26][C:8]([CH2:9][N:10]2[C:18]3[C:13](=[CH:14][C:15]([C:19]4[CH:24]=[CH:23][CH:22]=[C:21]([CH3:25])[CH:20]=4)=[CH:16][CH:17]=3)[CH:12]=[CH:11]2)=[CH:7][CH:6]=1)([CH3:4])([CH3:3])[CH3:2].BrC1C=C2C(=CC=1)[N:34](CC1C=CC(C(C)(C)C)=CC=1)[CH:33]=C2.CC1C=C(B(O)O)C=CC=1.[C:59](=[O:62])([O-])[O-:60].[K+].[K+].[O:65]1CC[O:68][CH2:67][CH2:66]1, predict the reaction product. The product is: [C:1]([C:5]1[CH:27]=[CH:26][C:8]([CH2:9][N:10]2[C:18]3[C:13](=[CH:14][C:15]([C:19]4[CH:24]=[CH:23][CH:22]=[C:21]([CH3:25])[CH:20]=4)=[CH:16][CH:17]=3)[C:12]([C:67](=[O:68])[C:66]([NH:34][CH2:33][C:59]([OH:60])=[O:62])=[O:65])=[CH:11]2)=[CH:7][CH:6]=1)([CH3:4])([CH3:2])[CH3:3]. (5) Given the reactants [C:1]([O:4][C@H:5]1[CH2:10][CH2:9][CH2:8][C@H:7]([NH:11][C:12]([O:14][CH2:15][C:16]2[CH:21]=[CH:20][CH:19]=[CH:18][CH:17]=2)=[O:13])[C@@H:6]1[OH:22])(=[O:3])[CH3:2].CCN(C(C)C)C(C)C.Cl[CH2:33][O:34][CH3:35], predict the reaction product. The product is: [C:1]([O:4][C@H:5]1[CH2:10][CH2:9][CH2:8][C@H:7]([NH:11][C:12]([O:14][CH2:15][C:16]2[CH:21]=[CH:20][CH:19]=[CH:18][CH:17]=2)=[O:13])[C@@H:6]1[O:22][CH2:33][O:34][CH3:35])(=[O:3])[CH3:2].